From a dataset of Forward reaction prediction with 1.9M reactions from USPTO patents (1976-2016). Predict the product of the given reaction. Given the reactants O[Li].O.O.[C:5]([O:9][C:10]([N:12]([CH3:51])[C@@H:13]([CH3:50])[C:14]([NH:16][C@H:17]1[CH2:23][O:22][C:21]2[C:24]([C:28]([O:30]C)=[O:29])=[CH:25][CH:26]=[CH:27][C:20]=2[N:19]([CH2:32][C:33]2[C:42]3[C:37](=[CH:38][C:39]([C:43]([O:45]C)=[O:44])=[CH:40][CH:41]=3)[CH:36]=[CH:35][C:34]=2[O:47][CH3:48])[C:18]1=[O:49])=[O:15])=[O:11])([CH3:8])([CH3:7])[CH3:6], predict the reaction product. The product is: [C:5]([O:9][C:10]([N:12]([CH3:51])[C@@H:13]([CH3:50])[C:14]([NH:16][C@H:17]1[CH2:23][O:22][C:21]2[C:24]([C:28]([OH:30])=[O:29])=[CH:25][CH:26]=[CH:27][C:20]=2[N:19]([CH2:32][C:33]2[C:42]3[C:37](=[CH:38][C:39]([C:43]([OH:45])=[O:44])=[CH:40][CH:41]=3)[CH:36]=[CH:35][C:34]=2[O:47][CH3:48])[C:18]1=[O:49])=[O:15])=[O:11])([CH3:8])([CH3:7])[CH3:6].